This data is from Peptide-MHC class II binding affinity with 134,281 pairs from IEDB. The task is: Regression. Given a peptide amino acid sequence and an MHC pseudo amino acid sequence, predict their binding affinity value. This is MHC class II binding data. (1) The peptide sequence is AAFSRMLSLFFRQHI. The MHC is HLA-DQA10201-DQB10202 with pseudo-sequence HLA-DQA10201-DQB10202. The binding affinity (normalized) is 0.295. (2) The peptide sequence is AAYKLAYKTAEGATP. The MHC is DRB1_0101 with pseudo-sequence DRB1_0101. The binding affinity (normalized) is 0.607. (3) The peptide sequence is AFKVAATAANWAPAN. The MHC is DRB1_0401 with pseudo-sequence DRB1_0401. The binding affinity (normalized) is 0.755. (4) The peptide sequence is YDKFLANGSTVLTGK. The MHC is DRB1_0404 with pseudo-sequence DRB1_0404. The binding affinity (normalized) is 0.578. (5) The peptide sequence is SQDLEKSWNLNGLQAY. The MHC is HLA-DQA10101-DQB10501 with pseudo-sequence HLA-DQA10101-DQB10501. The binding affinity (normalized) is 0.688. (6) The peptide sequence is ILFSYFQDLVITLPF. The binding affinity (normalized) is 0. The MHC is DRB1_0301 with pseudo-sequence DRB1_0301.